From a dataset of NCI-60 drug combinations with 297,098 pairs across 59 cell lines. Regression. Given two drug SMILES strings and cell line genomic features, predict the synergy score measuring deviation from expected non-interaction effect. Drug 1: C1CC(=O)NC(=O)C1N2CC3=C(C2=O)C=CC=C3N. Drug 2: CC1=CC=C(C=C1)C2=CC(=NN2C3=CC=C(C=C3)S(=O)(=O)N)C(F)(F)F. Cell line: LOX IMVI. Synergy scores: CSS=1.60, Synergy_ZIP=-3.52, Synergy_Bliss=-6.16, Synergy_Loewe=-4.33, Synergy_HSA=-3.99.